Dataset: Reaction yield outcomes from USPTO patents with 853,638 reactions. Task: Predict the reaction yield, written as a fraction of the theoretical maximum amount of product (1.0 means a 100% yield; for example, 0.34 means a 34% yield). (1) The reactants are [C:1]([OH:13])(=[O:12])[C:2]1[CH:11]=[CH:10][C:7]([O:8][CH3:9])=[C:4]([O:5][CH3:6])[CH:3]=1.[Cl:14][C:15]([Cl:20])([Cl:19])[CH:16](O)O. The catalyst is S(=O)(=O)(O)O. The product is [CH3:9][O:8][C:7]1[CH:10]=[C:11]2[C:2](=[CH:3][C:4]=1[O:5][CH3:6])[C:1](=[O:13])[O:12][CH:16]2[C:15]([Cl:20])([Cl:19])[Cl:14]. The yield is 0.250. (2) The product is [N:10]1([C:7]2[N:8]=[CH:9][C:4]([NH2:1])=[CH:5][CH:6]=2)[CH2:15][CH2:14][O:13][CH2:12][CH2:11]1. The reactants are [N+:1]([C:4]1[CH:5]=[CH:6][C:7]([N:10]2[CH2:15][CH2:14][O:13][CH2:12][CH2:11]2)=[N:8][CH:9]=1)([O-])=O. The catalyst is [Pt].CCO. The yield is 1.00. (3) The reactants are O.NN.[Cl:4][C:5]1[CH:6]=[C:7]([C:13](=O)[C:14]([OH:16])=[O:15])[CH:8]=[CH:9][C:10]=1[S:11][CH3:12].[OH-].[K+].Cl. The catalyst is O. The product is [Cl:4][C:5]1[CH:6]=[C:7]([CH2:13][C:14]([OH:16])=[O:15])[CH:8]=[CH:9][C:10]=1[S:11][CH3:12]. The yield is 0.890. (4) The product is [Cl:26][C:27]1[C:32]([O:33][C:2]2[N:7]=[C:6]([O:8][CH3:9])[N:5]=[C:4]([NH:10][C:11]3[CH:16]=[CH:15][C:14]([N:17]4[CH:21]=[C:20]([CH2:22][OH:23])[N:19]=[CH:18]4)=[C:13]([O:24][CH3:25])[CH:12]=3)[N:3]=2)=[CH:31][CH:30]=[CH:29][N:28]=1. The yield is 0.430. The reactants are Cl[C:2]1[N:7]=[C:6]([O:8][CH3:9])[N:5]=[C:4]([NH:10][C:11]2[CH:16]=[CH:15][C:14]([N:17]3[CH:21]=[C:20]([CH2:22][OH:23])[N:19]=[CH:18]3)=[C:13]([O:24][CH3:25])[CH:12]=2)[N:3]=1.[Cl:26][C:27]1[C:32]([OH:33])=[CH:31][CH:30]=[CH:29][N:28]=1. No catalyst specified. (5) The yield is 0.910. The product is [Cl:16][C:5]1[C:4]([N+:1]([O-:3])=[O:2])=[CH:9][N:8]=[C:7]2[S:10][CH:11]=[CH:12][C:6]=12. No catalyst specified. The reactants are [N+:1]([C:4]1[CH:9]=[N:8][C:7]2[S:10][CH:11]=[CH:12][C:6]=2[C:5]=1O)([O-:3])=[O:2].O=P(Cl)(Cl)[Cl:16]. (6) The reactants are C([O:3][C:4]([C:6]1[C:7]([CH3:32])=[C:8](C(OC(C)(C)C)=O)[NH:9][C:10]=1[CH2:11][CH2:12][CH2:13][NH:14][CH2:15][C@H:16]([OH:24])[CH2:17][N:18]1[CH2:23][CH2:22][O:21][CH2:20][CH2:19]1)=O)C.C[Al](C)C. The catalyst is C1(C)C=CC=CC=1. The product is [OH:24][C@@H:16]([CH2:17][N:18]1[CH2:23][CH2:22][O:21][CH2:20][CH2:19]1)[CH2:15][N:14]1[CH2:13][CH2:12][CH2:11][C:10]2[NH:9][CH:8]=[C:7]([CH3:32])[C:6]=2[C:4]1=[O:3]. The yield is 0.576. (7) No catalyst specified. The product is [OH:2][C:3]1[CH:13]=[CH:12][C:6]2[N:7]=[C:8]([C:10]#[N:11])[S:9][C:5]=2[CH:4]=1. The yield is 0.450. The reactants are C[O:2][C:3]1[CH:13]=[CH:12][C:6]2[N:7]=[C:8]([C:10]#[N:11])[S:9][C:5]=2[CH:4]=1.Cl.[NH+]1C=CC=CC=1. (8) The reactants are [F:1][C:2]1[CH:7]=[CH:6][CH:5]=[CH:4][C:3]=1[N:8]1[C:16]2[C:11](=[C:12]([N:17]3[CH2:21][CH2:20][NH:19][C:18]3=[O:22])[CH:13]=[CH:14][CH:15]=2)[CH:10]=[N:9]1.[H-].[Na+].Cl.Cl[CH2:27][C:28]1[N:29]=[CH:30][S:31][CH:32]=1. The catalyst is O1CCCC1. The product is [F:1][C:2]1[CH:7]=[CH:6][CH:5]=[CH:4][C:3]=1[N:8]1[C:16]2[C:11](=[C:12]([N:17]3[CH2:21][CH2:20][N:19]([CH2:27][C:28]4[N:29]=[CH:30][S:31][CH:32]=4)[C:18]3=[O:22])[CH:13]=[CH:14][CH:15]=2)[CH:10]=[N:9]1. The yield is 0.530. (9) The reactants are C(=O)([O-])[O-].[Cs+].[Cs+].F[C:8]1[CH:15]=[CH:14][C:13]([I:16])=[CH:12][C:9]=1[CH:10]=O.Cl.Cl.[N:19]1[CH:24]=[CH:23][CH:22]=[C:21]([NH:25][NH2:26])[CH:20]=1. The catalyst is CN1CCCC1=O. The product is [I:16][C:13]1[CH:12]=[C:9]2[C:8](=[CH:15][CH:14]=1)[N:25]([C:21]1[CH:20]=[N:19][CH:24]=[CH:23][CH:22]=1)[N:26]=[CH:10]2. The yield is 0.939.